This data is from Forward reaction prediction with 1.9M reactions from USPTO patents (1976-2016). The task is: Predict the product of the given reaction. The product is: [CH3:17][C:14]([N:18]1[CH2:19][CH2:20][O:21][CH2:22][CH2:23]1)([CH3:13])[CH2:15][NH:16][C:2]1[C:3]2[N:4]([CH:10]=[CH:11][CH:12]=2)[N:5]=[CH:6][C:7]=1[C:8]([NH2:9])=[O:37]. Given the reactants Cl[C:2]1[C:3]2[N:4]([CH:10]=[CH:11][CH:12]=2)[N:5]=[CH:6][C:7]=1[C:8]#[N:9].[CH3:13][C:14]([N:18]1[CH2:23][CH2:22][O:21][CH2:20][CH2:19]1)([CH3:17])[CH2:15][NH2:16].CCN(C(C)C)C(C)C.CN(C=[O:37])C, predict the reaction product.